This data is from Catalyst prediction with 721,799 reactions and 888 catalyst types from USPTO. The task is: Predict which catalyst facilitates the given reaction. Reactant: [C:1]([CH:4]([CH:6]([C:8]([O-:10])=O)[OH:7])O)([O-])=O.[Na+].[K+].[C:13]([O:16][CH2:17][CH3:18])(=O)C. Product: [OH:10][CH2:8][C@H:6]1[CH2:4][CH2:1][C:6]2[C:8](=[C:17]([O:16][CH3:13])[CH:18]=[CH:1][CH:4]=2)[O:7]1. The catalyst class is: 11.